From a dataset of KCNQ2 potassium channel screen with 302,405 compounds. Binary Classification. Given a drug SMILES string, predict its activity (active/inactive) in a high-throughput screening assay against a specified biological target. (1) The molecule is Clc1c(CO\N=C/CC(Oc2c(Cl)cc(Cl)cc2)=O)c(Cl)ccc1. The result is 0 (inactive). (2) The compound is S(c1n(CCCC(=O)NCC2OCCC2)c(=O)c2c(n1)cccc2)CC(=O)Nc1c(OC)cc(OC)cc1. The result is 0 (inactive). (3) The drug is FC(F)(F)c1nn2c(ncc(c2C)C(=O)C)c1c1ccccc1. The result is 0 (inactive). (4) The molecule is s1c(c(cc1)C)C(=O)NCC(OCc1ccccc1)=O. The result is 0 (inactive). (5) The molecule is Clc1ccc(C(=O)c2n3c(cc2c2ccccc2)cc(cc3)C([O-])=O)cc1. The result is 1 (active).